Dataset: Catalyst prediction with 721,799 reactions and 888 catalyst types from USPTO. Task: Predict which catalyst facilitates the given reaction. (1) The catalyst class is: 1. Reactant: [C:1]([C:5]1[CH:6]=[C:7](Br)[CH:8]=[CH:9][C:10]=1[O:11][CH3:12])([CH3:4])([CH3:3])[CH3:2].C([Li])CCC.[B:19](OC)([O:22]C)[O:20]C.Cl. Product: [C:1]([C:5]1[CH:6]=[C:7]([B:19]([OH:22])[OH:20])[CH:8]=[CH:9][C:10]=1[O:11][CH3:12])([CH3:4])([CH3:3])[CH3:2]. (2) Reactant: P(Cl)(Cl)(Cl)=O.[F:6][C:7]1[CH:19]=[CH:18][C:10]([CH2:11][N:12]2[CH2:16][CH2:15][CH2:14][C:13]2=O)=[CH:9][CH:8]=1.[NH2:20][C:21]1[CH:28]=[CH:27][C:26]([Br:29])=[CH:25][C:22]=1[C:23]#[N:24].[OH-].[Na+]. Product: [Br:29][C:26]1[CH:27]=[CH:28][C:21]([N:20]=[C:13]2[CH2:14][CH2:15][CH2:16][N:12]2[CH2:11][C:10]2[CH:18]=[CH:19][C:7]([F:6])=[CH:8][CH:9]=2)=[C:22]([CH:25]=1)[C:23]#[N:24]. The catalyst class is: 22. (3) Product: [CH2:1]([C:3]1[C:8]([C:9]2[CH:10]=[N:11][C:12]([C:15]3[CH:16]=[N:17][C:18]([O:25][CH:26]([CH3:28])[CH3:27])=[C:19]([C:21]([F:24])([F:22])[F:23])[CH:20]=3)=[N:13][CH:14]=2)=[CH:7][CH:6]=[CH:5][C:4]=1[CH2:29][CH2:30][CH2:31][C:32]([OH:34])=[O:33])[CH3:2]. Reactant: [CH2:1]([C:3]1[C:8]([C:9]2[CH:10]=[N:11][C:12]([C:15]3[CH:16]=[N:17][C:18]([O:25][CH:26]([CH3:28])[CH3:27])=[C:19]([C:21]([F:24])([F:23])[F:22])[CH:20]=3)=[N:13][CH:14]=2)=[CH:7][CH:6]=[CH:5][C:4]=1[CH2:29][CH2:30][CH2:31][C:32]([O:34]CC)=[O:33])[CH3:2].[OH-].[Na+]. The catalyst class is: 252. (4) Reactant: [CH3:1][C:2]1[CH:3]=[C:4]2[C:9](=[CH:10][CH:11]=1)[N:8]=[CH:7][CH:6]=[N:5]2.[Se](=O)=[O:13]. Product: [N:8]1[C:9]2[C:4](=[CH:3][C:2]([CH:1]=[O:13])=[CH:11][CH:10]=2)[N:5]=[CH:6][CH:7]=1. The catalyst class is: 258. (5) Product: [CH3:17][C:16]1[N:3]=[N:2][N:1]2[C:4]3[CH:9]=[CH:8][CH:7]=[C:6]([CH2:10][CH:11]=[CH2:12])[C:5]=3[O:13][CH2:14][C:15]=12. Reactant: [N:1]([C:4]1[CH:9]=[CH:8][CH:7]=[C:6]([CH2:10][CH:11]=[CH2:12])[C:5]=1[O:13][CH2:14][C:15]#[C:16][CH3:17])=[N+:2]=[N-:3]. The catalyst class is: 11. (6) Reactant: [NH2:1][C:2]1[C:7]2[N:8]=[C:9]([S:19][C:20]3[C:28]([I:29])=[CH:27][C:23]4[O:24][CH2:25][O:26][C:22]=4[CH:21]=3)[N:10]([CH2:11][CH2:12][CH2:13][C:14]([O:16]CC)=O)[C:6]=2[CH:5]=[CH:4][N:3]=1.[NH3:30]. Product: [NH2:1][C:2]1[C:7]2[N:8]=[C:9]([S:19][C:20]3[C:28]([I:29])=[CH:27][C:23]4[O:24][CH2:25][O:26][C:22]=4[CH:21]=3)[N:10]([CH2:11][CH2:12][CH2:13][C:14]([NH2:30])=[O:16])[C:6]=2[CH:5]=[CH:4][N:3]=1. The catalyst class is: 5.